Dataset: Peptide-MHC class II binding affinity with 134,281 pairs from IEDB. Task: Regression. Given a peptide amino acid sequence and an MHC pseudo amino acid sequence, predict their binding affinity value. This is MHC class II binding data. (1) The peptide sequence is HLAEGKVDTGVAVSR. The MHC is DRB3_0202 with pseudo-sequence DRB3_0202. The binding affinity (normalized) is 0. (2) The peptide sequence is DCLTDIEVALRTLLL. The MHC is DRB1_0101 with pseudo-sequence DRB1_0101. The binding affinity (normalized) is 0.314. (3) The MHC is DRB1_1501 with pseudo-sequence DRB1_1501. The peptide sequence is VNMISRMLINRFTMR. The binding affinity (normalized) is 0.679.